Dataset: Full USPTO retrosynthesis dataset with 1.9M reactions from patents (1976-2016). Task: Predict the reactants needed to synthesize the given product. Given the product [CH3:1][N:2]1[C:6]([C:7]2[N:8]=[C:9]([C:12]([OH:14])=[O:13])[S:10][CH:11]=2)=[CH:5][CH:4]=[N:3]1, predict the reactants needed to synthesize it. The reactants are: [CH3:1][N:2]1[C:6]([C:7]2[N:8]=[C:9]([C:12]([O:14]C)=[O:13])[S:10][CH:11]=2)=[CH:5][CH:4]=[N:3]1.[OH-].[K+].